This data is from Reaction yield outcomes from USPTO patents with 853,638 reactions. The task is: Predict the reaction yield, written as a fraction of the theoretical maximum amount of product (1.0 means a 100% yield; for example, 0.34 means a 34% yield). The reactants are Br[CH2:2][C:3]1[NH:8][C:7]([C:9]2[C:14]([F:15])=[CH:13][CH:12]=[CH:11][N:10]=2)=[N:6][CH:5]([C:16]2[CH:21]=[CH:20][C:19]([F:22])=[CH:18][C:17]=2[Cl:23])[C:4]=1[C:24]([O:26][CH2:27][CH3:28])=[O:25].Cl.[NH:30]1[CH2:35][CH2:34][O:33][CH2:32][CH:31]1[CH2:36][C:37]([OH:39])=[O:38]. No catalyst specified. The product is [Cl:23][C:17]1[CH:18]=[C:19]([F:22])[CH:20]=[CH:21][C:16]=1[CH:5]1[N:6]=[C:7]([C:9]2[C:14]([F:15])=[CH:13][CH:12]=[CH:11][N:10]=2)[NH:8][C:3]([CH2:2][N:30]2[CH2:35][CH2:34][O:33][CH2:32][CH:31]2[CH2:36][C:37]([OH:39])=[O:38])=[C:4]1[C:24]([O:26][CH2:27][CH3:28])=[O:25]. The yield is 0.480.